From a dataset of Reaction yield outcomes from USPTO patents with 853,638 reactions. Predict the reaction yield, written as a fraction of the theoretical maximum amount of product (1.0 means a 100% yield; for example, 0.34 means a 34% yield). The reactants are [F:1][C:2]1[CH:7]=[CH:6][C:5]([C:8]2[NH:12][N:11]=[CH:10][C:9]=2[C:13]2[CH:18]=[CH:17][N:16]=[CH:15][CH:14]=2)=[CH:4][CH:3]=1.[Br:19]N1C(=O)CCC1=O.O. The catalyst is CN(C)C=O. The product is [Br:19][C:10]1[C:9]([C:13]2[CH:18]=[CH:17][N:16]=[CH:15][CH:14]=2)=[C:8]([C:5]2[CH:4]=[CH:3][C:2]([F:1])=[CH:7][CH:6]=2)[NH:12][N:11]=1. The yield is 0.720.